From a dataset of Full USPTO retrosynthesis dataset with 1.9M reactions from patents (1976-2016). Predict the reactants needed to synthesize the given product. (1) Given the product [CH2:27]([O:15][C:9]1[CH:10]=[CH:11][C:12]([Cl:14])=[CH:13][C:8]=1[C:6]1[N:7]=[C:2]([NH2:1])[N:3]=[C:4]([NH:16][C:17]2[CH:22]=[CH:21][C:20]([Cl:23])=[CH:19][CH:18]=2)[CH:5]=1)[CH:26]=[CH2:25], predict the reactants needed to synthesize it. The reactants are: [NH2:1][C:2]1[N:7]=[C:6]([C:8]2[CH:13]=[C:12]([Cl:14])[CH:11]=[CH:10][C:9]=2[OH:15])[CH:5]=[C:4]([NH:16][C:17]2[CH:22]=[CH:21][C:20]([Cl:23])=[CH:19][CH:18]=2)[N:3]=1.Br[CH2:25][CH:26]=[CH2:27]. (2) Given the product [CH3:36][C:32]1[C:33]([C:34]#[N:35])=[C:28]([NH:26][C@H:24]([C:14]2[N:13]=[C:12]3[CH:11]=[CH:10][N:9]([CH3:8])[C:17]3=[CH:16][C:15]=2[C:18]2[N:22]([CH3:23])[N:21]=[CH:20][CH:19]=2)[CH3:25])[N:29]=[C:30]([S:37][CH3:38])[N:31]=1, predict the reactants needed to synthesize it. The reactants are: FC(F)(F)C(O)=O.[CH3:8][N:9]1[C:17]2[C:12](=[N:13][C:14]([C@@H:24]([NH2:26])[CH3:25])=[C:15]([C:18]3[N:22]([CH3:23])[N:21]=[CH:20][CH:19]=3)[CH:16]=2)[CH:11]=[CH:10]1.Cl[C:28]1[C:33]([C:34]#[N:35])=[C:32]([CH3:36])[N:31]=[C:30]([S:37][CH3:38])[N:29]=1.CCN(CC)CC. (3) Given the product [C:3]([O:7][C:8]([N:10]1[CH2:14][CH2:13][C@@H:12]([O:15][CH3:16])[CH2:11]1)=[O:9])([CH3:6])([CH3:4])[CH3:5], predict the reactants needed to synthesize it. The reactants are: [H-].[Na+].[C:3]([O:7][C:8]([N:10]1[CH2:14][CH2:13][C@@H:12]([OH:15])[CH2:11]1)=[O:9])([CH3:6])([CH3:5])[CH3:4].[CH3:16]I. (4) Given the product [Cl:13][C:10]1[C:9]2[C:4](=[CH:5][C:6]([F:15])=[CH:7][C:8]=2[F:14])[N:3]=[C:2]([N:22]2[CH2:21][CH2:20][N:19]([C:23]([O:25][C:26]([CH3:29])([CH3:28])[CH3:27])=[O:24])[CH2:18][C@H:17]2[CH3:16])[C:11]=1[CH3:12], predict the reactants needed to synthesize it. The reactants are: Cl[C:2]1[C:11]([CH3:12])=[C:10]([Cl:13])[C:9]2[C:4](=[CH:5][C:6]([F:15])=[CH:7][C:8]=2[F:14])[N:3]=1.[CH3:16][C@H:17]1[NH:22][CH2:21][CH2:20][N:19]([C:23]([O:25][C:26]([CH3:29])([CH3:28])[CH3:27])=[O:24])[CH2:18]1.C1CCN2C(=NCCC2)CC1. (5) Given the product [F:11][C:2]([F:1])([F:10])[C:3]1[CH:8]=[CH:7][CH:6]=[CH:5][C:4]=1[S:9][S:9][C:4]1[CH:5]=[CH:6][CH:7]=[CH:8][C:3]=1[C:2]([F:11])([F:10])[F:1], predict the reactants needed to synthesize it. The reactants are: [F:1][C:2]([F:11])([F:10])[C:3]1[CH:8]=[CH:7][CH:6]=[CH:5][C:4]=1[SH:9].II. (6) Given the product [Cl:1][C:2]1[CH:7]=[C:6]([NH:8][C:9]2[CH:14]=[CH:13][CH:12]=[C:11]([Cl:50])[CH:10]=2)[CH:5]=[CH:4][C:3]=1[C:19]([C:21]1[CH:26]=[C:25]([N+:27]([O-:29])=[O:28])[CH:24]=[CH:23][C:22]=1[CH3:30])=[O:20], predict the reactants needed to synthesize it. The reactants are: [Cl:1][C:2]1[CH:7]=[C:6]([NH:8][C:9]2[CH:14]=[CH:13][C:12](C(F)(F)F)=[CH:11][CH:10]=2)[CH:5]=[CH:4][C:3]=1[C:19]([C:21]1[CH:26]=[C:25]([N+:27]([O-:29])=[O:28])[CH:24]=[CH:23][C:22]=1[CH3:30])=[O:20].BrC1C=CC(C(C2C=C([N+]([O-])=O)C=CC=2C)=O)=C([Cl:50])C=1.ClC1C=C(N)C=CC=1. (7) Given the product [Cl:10][C:11]1[C:20]([C:21]([NH:6][CH2:5][C:4]2[CH:7]=[CH:8][CH:9]=[C:2]([F:1])[CH:3]=2)=[O:22])=[C:19]([CH3:24])[C:18]2[C:13](=[CH:14][C:15]([C:25]([F:26])([F:28])[F:27])=[CH:16][CH:17]=2)[N:12]=1, predict the reactants needed to synthesize it. The reactants are: [F:1][C:2]1[CH:3]=[C:4]([CH:7]=[CH:8][CH:9]=1)[CH2:5][NH2:6].[Cl:10][C:11]1[C:20]([C:21](Cl)=[O:22])=[C:19]([CH3:24])[C:18]2[C:13](=[CH:14][C:15]([C:25]([F:28])([F:27])[F:26])=[CH:16][CH:17]=2)[N:12]=1. (8) The reactants are: O=[C:2]1[C:11]2[C:10]([C:12](OC)=[O:13])=[CH:9][CH:8]=[CH:7][C:6]=2[N:5]=[C:4]([CH2:16][N:17]([CH3:19])[CH3:18])[NH:3]1.[NH2:20][NH2:21]. Given the product [CH3:18][N:17]([CH2:16][C:4]1[NH:3][C:2]2=[N:20][NH:21][C:12](=[O:13])[C:10]3[C:11]2=[C:6]([CH:7]=[CH:8][CH:9]=3)[N:5]=1)[CH3:19], predict the reactants needed to synthesize it. (9) Given the product [NH2:8][C@@H:9]([C:45]([CH3:46])([CH3:48])[CH3:47])[C:10]([N:12]1[C@H:21]([C:22]([N:24]([CH2:34][C:35]2[CH:36]=[CH:37][C:38]([C:39]([O:41][CH3:42])=[O:40])=[CH:43][CH:44]=2)[C@@H:25]([C:27]2[CH:32]=[CH:31][C:30]([F:33])=[CH:29][CH:28]=2)[CH3:26])=[O:23])[CH2:20][C:19]2[C:14](=[CH:15][CH:16]=[CH:17][CH:18]=2)[CH2:13]1)=[O:11], predict the reactants needed to synthesize it. The reactants are: C(OC([NH:8][C@@H:9]([C:45]([CH3:48])([CH3:47])[CH3:46])[C:10]([N:12]1[C@H:21]([C:22]([N:24]([CH2:34][C:35]2[CH:44]=[CH:43][C:38]([C:39]([O:41][CH3:42])=[O:40])=[CH:37][CH:36]=2)[C@@H:25]([C:27]2[CH:32]=[CH:31][C:30]([F:33])=[CH:29][CH:28]=2)[CH3:26])=[O:23])[CH2:20][C:19]2[C:14](=[CH:15][CH:16]=[CH:17][CH:18]=2)[CH2:13]1)=[O:11])=O)(C)(C)C.C(O)(C(F)(F)F)=O. (10) Given the product [CH:44]1([NH:43][C:41]2[N:40]=[C:39]([C:47]3[CH:52]=[CH:51][CH:50]=[CH:49][N:48]=3)[CH:38]=[C:37]([C:33]3[CH:34]=[N:35][CH:36]=[C:31]([C:12]4[CH:11]=[CH:10][C:9]([C:7]([N:1]5[CH2:2][CH2:3][NH:4][CH2:5][CH2:6]5)=[O:8])=[CH:14][CH:13]=4)[CH:32]=3)[CH:42]=2)[CH2:46][CH2:45]1, predict the reactants needed to synthesize it. The reactants are: [N:1]1([C:7]([C:9]2[CH:14]=[CH:13][C:12](B3OC(C)(C)C(C)(C)O3)=[CH:11][CH:10]=2)=[O:8])[CH2:6][CH2:5][NH:4][CH2:3][CH2:2]1.C([O-])([O-])=O.[Na+].[Na+].Br[C:31]1[CH:32]=[C:33]([C:37]2[CH:42]=[C:41]([NH:43][CH:44]3[CH2:46][CH2:45]3)[N:40]=[C:39]([C:47]3[CH:52]=[CH:51][CH:50]=[CH:49][N:48]=3)[CH:38]=2)[CH:34]=[N:35][CH:36]=1.